This data is from Forward reaction prediction with 1.9M reactions from USPTO patents (1976-2016). The task is: Predict the product of the given reaction. (1) Given the reactants [Br:1][C:2]1[CH:25]=[CH:24][C:5]([CH2:6][N:7]2[C:15]3[C:10](=[CH:11][C:12]([O:16][CH3:17])=[CH:13][CH:14]=3)[C:9]([C@H:18]([CH3:22])[CH2:19][CH:20]=[O:21])=[C:8]2[CH3:23])=[CH:4][CH:3]=1.[OH-:26].[Na+].O, predict the reaction product. The product is: [Br:1][C:2]1[CH:25]=[CH:24][C:5]([CH2:6][N:7]2[C:15]3[C:10](=[CH:11][C:12]([O:16][CH3:17])=[CH:13][CH:14]=3)[C:9]([C@H:18]([CH3:22])[CH2:19][C:20]([OH:26])=[O:21])=[C:8]2[CH3:23])=[CH:4][CH:3]=1. (2) Given the reactants [Cl:1][CH2:2][C:3]1[CH:11]=[CH:10][C:6]([C:7]([OH:9])=[O:8])=[CH:5][CH:4]=1.S(=O)(=O)(O)O.[CH3:17]O, predict the reaction product. The product is: [CH3:17][O:8][C:7](=[O:9])[C:6]1[CH:10]=[CH:11][C:3]([CH2:2][Cl:1])=[CH:4][CH:5]=1.